Dataset: Catalyst prediction with 721,799 reactions and 888 catalyst types from USPTO. Task: Predict which catalyst facilitates the given reaction. Reactant: C(OC([NH:8][C@@H:9]([CH2:13][CH:14]1[CH2:19][CH2:18][CH2:17][CH2:16][CH2:15]1)[C:10]([OH:12])=O)=O)(C)(C)C.[NH2:20][C@H:21]1[CH2:27][CH2:26][CH2:25][N:24]([S:28]([C:31]2[CH:36]=[CH:35][CH:34]=[CH:33][N:32]=2)(=[O:30])=[O:29])[CH2:23][C@@H:22]1[OH:37].[ClH:38]. Product: [ClH:38].[NH2:8][C@@H:9]([CH2:13][CH:14]1[CH2:15][CH2:16][CH2:17][CH2:18][CH2:19]1)[C:10]([NH:20][C@H:21]1[CH2:27][CH2:26][CH2:25][N:24]([S:28]([C:31]2[CH:36]=[CH:35][CH:34]=[CH:33][N:32]=2)(=[O:30])=[O:29])[CH2:23][C@@H:22]1[OH:37])=[O:12]. The catalyst class is: 12.